Dataset: Full USPTO retrosynthesis dataset with 1.9M reactions from patents (1976-2016). Task: Predict the reactants needed to synthesize the given product. (1) Given the product [CH3:33][O:38][C:29](=[O:30])[C@H:21]([CH2:22][C:23]1[CH:28]=[CH:27][C:26]([NH2:8])=[CH:25][CH:24]=1)[NH2:20], predict the reactants needed to synthesize it. The reactants are: Cl.C(O)C([NH2:8])(CO)CO.CC1C=CC(S([NH:20][C@H:21]([C:29](CCl)=[O:30])[CH2:22][C:23]2[CH:24]=[CH:25][CH:26]=[CH:27][CH:28]=2)(=O)=O)=CC=1.[CH2:33]([OH:38])CCCO. (2) Given the product [CH3:1][O:2][C:3]1[N:4]=[C:5]2[C:10](=[CH:11][CH:12]=1)[N:9]=[CH:8][CH:7]=[C:6]2[N:13]1[CH2:17][CH2:16][CH:15]([NH:18][CH3:19])[CH2:14]1, predict the reactants needed to synthesize it. The reactants are: [CH3:1][O:2][C:3]1[N:4]=[C:5]2[C:10](=[CH:11][CH:12]=1)[N:9]=[CH:8][CH:7]=[C:6]2[N:13]1[CH2:17][CH2:16][CH:15]([N:18](C)[C:19](=O)C)[CH2:14]1. (3) Given the product [CH3:23][CH:19]1[CH2:20][CH2:21][CH2:22][N:18]1[C:14]1[N:13]=[C:12]([NH:11][C:4]2[C:5]3[N:6]([CH:8]=[CH:9][N:10]=3)[N:7]=[C:2]([C:28]3[CH:29]=[CH:30][C:25]([OH:24])=[CH:26][CH:27]=3)[CH:3]=2)[CH:17]=[CH:16][CH:15]=1, predict the reactants needed to synthesize it. The reactants are: Cl[C:2]1[CH:3]=[C:4]([NH:11][C:12]2[CH:17]=[CH:16][CH:15]=[C:14]([N:18]3[CH2:22][CH2:21][CH2:20][CH:19]3[CH3:23])[N:13]=2)[C:5]2[N:6]([CH:8]=[CH:9][N:10]=2)[N:7]=1.[OH:24][C:25]1[CH:30]=[CH:29][C:28](B(O)O)=[CH:27][CH:26]=1.CC(C1C=C(C(C)C)C(C2C=CC=CC=2P(C2CCCCC2)C2CCCCC2)=C(C(C)C)C=1)C.C([O-])([O-])=O.[Na+].[Na+]. (4) Given the product [F:1][C:2]1[CH:7]=[CH:6][C:5]([C:8]2[N:21]([CH2:23][C:24]3[CH:29]=[CH:28][CH:27]=[CH:26][N:25]=3)[N:22]=[C:10]([CH3:11])[CH:9]=2)=[CH:4][CH:3]=1, predict the reactants needed to synthesize it. The reactants are: [F:1][C:2]1[CH:7]=[CH:6][C:5]([C:8](=O)[CH2:9][C:10](=O)[CH3:11])=[CH:4][CH:3]=1.FC(F)(F)C(O)=O.[NH:21]([CH2:23][C:24]1[CH:29]=[CH:28][CH:27]=[CH:26][N:25]=1)[NH2:22].C(N(CC)CC)C.FC(F)(F)C(O)=O. (5) Given the product [F:1][C:2]1[CH:10]=[CH:9][C:8]([N+:11]([O-:13])=[O:12])=[CH:7][C:3]=1[CH2:4][OH:5], predict the reactants needed to synthesize it. The reactants are: [F:1][C:2]1[CH:10]=[CH:9][C:8]([N+:11]([O-:13])=[O:12])=[CH:7][C:3]=1[C:4](O)=[O:5].B.C1COCC1. (6) Given the product [C:3]([O:7][C:8]([N:10]1[CH2:13][CH:12]([O:14][CH2:16][CH2:17][F:18])[CH2:11]1)=[O:9])([CH3:6])([CH3:4])[CH3:5], predict the reactants needed to synthesize it. The reactants are: [H-].[Na+].[C:3]([O:7][C:8]([N:10]1[CH2:13][CH:12]([OH:14])[CH2:11]1)=[O:9])([CH3:6])([CH3:5])[CH3:4].Br[CH2:16][CH2:17][F:18].[Cl-].[NH4+]. (7) Given the product [O:16]1[C:21]2[CH:22]=[CH:23][C:24]([CH2:26][N:27]([CH:35]3[CH2:40][CH2:39][N:38]([CH2:13][CH2:12][N:9]4[C:10]5[C:5](=[CH:4][CH:3]=[C:2]([CH3:1])[CH:11]=5)[CH:6]=[CH:7][C:8]4=[O:15])[CH2:37][CH2:36]3)[C:28](=[O:34])[O:29][C:30]([CH3:33])([CH3:31])[CH3:32])=[CH:25][C:20]=2[O:19][CH2:18][CH2:17]1, predict the reactants needed to synthesize it. The reactants are: [CH3:1][C:2]1[CH:11]=[C:10]2[C:5]([CH:6]=[CH:7][C:8](=[O:15])[N:9]2[CH2:12][CH:13]=O)=[CH:4][CH:3]=1.[O:16]1[C:21]2[CH:22]=[CH:23][C:24]([CH2:26][N:27]([CH:35]3[CH2:40][CH2:39][NH:38][CH2:37][CH2:36]3)[C:28](=[O:34])[O:29][C:30]([CH3:33])([CH3:32])[CH3:31])=[CH:25][C:20]=2[O:19][CH2:18][CH2:17]1.C(O[BH-](OC(=O)C)OC(=O)C)(=O)C.[Na+].C(=O)([O-])O.[Na+].